This data is from Peptide-MHC class I binding affinity with 185,985 pairs from IEDB/IMGT. The task is: Regression. Given a peptide amino acid sequence and an MHC pseudo amino acid sequence, predict their binding affinity value. This is MHC class I binding data. (1) The peptide sequence is EGAQPGLLSY. The MHC is HLA-A32:01 with pseudo-sequence HLA-A32:01. The binding affinity (normalized) is 0. (2) The binding affinity (normalized) is 0.613. The MHC is HLA-A03:01 with pseudo-sequence HLA-A03:01. The peptide sequence is SSRVDRYSK. (3) The peptide sequence is EPIEGKVVQY. The MHC is HLA-B35:01 with pseudo-sequence HLA-B35:01. The binding affinity (normalized) is 0.427. (4) The peptide sequence is YEGNSPFHPL. The MHC is HLA-B40:01 with pseudo-sequence HLA-B40:01. The binding affinity (normalized) is 0.646. (5) The peptide sequence is PEEFGSKSGL. The MHC is Mamu-A11 with pseudo-sequence Mamu-A11. The binding affinity (normalized) is 0. (6) The peptide sequence is RVFYFAIFY. The MHC is HLA-A80:01 with pseudo-sequence HLA-A80:01. The binding affinity (normalized) is 0.789. (7) The peptide sequence is TDSGPKANIIV. The MHC is Mamu-B01 with pseudo-sequence Mamu-B01. The binding affinity (normalized) is 0.